From a dataset of Reaction yield outcomes from USPTO patents with 853,638 reactions. Predict the reaction yield, written as a fraction of the theoretical maximum amount of product (1.0 means a 100% yield; for example, 0.34 means a 34% yield). The product is [Cl:29][C:26]1[CH:27]=[CH:28][C:23]([S:20]([NH:19][C:18]2[C:13]([C:11](=[O:12])[C:10]3[CH:35]=[C:6]([NH:5][C:3]([NH:2][CH3:1])=[O:4])[CH:7]=[CH:8][C:9]=3[Cl:36])=[N:14][CH:15]=[C:16]([CH3:34])[CH:17]=2)(=[O:22])=[O:21])=[CH:24][C:25]=1[C:30]([F:33])([F:32])[F:31]. The yield is 0.380. The catalyst is C1COCC1.CC(O)=O. The reactants are [CH3:1][N:2]=[C:3]=[O:4].[NH2:5][C:6]1[CH:7]=[CH:8][C:9]([Cl:36])=[C:10]([CH:35]=1)[C:11]([C:13]1[C:18]([NH:19][S:20]([C:23]2[CH:28]=[CH:27][C:26]([Cl:29])=[C:25]([C:30]([F:33])([F:32])[F:31])[CH:24]=2)(=[O:22])=[O:21])=[CH:17][C:16]([CH3:34])=[CH:15][N:14]=1)=[O:12].